From a dataset of Forward reaction prediction with 1.9M reactions from USPTO patents (1976-2016). Predict the product of the given reaction. (1) Given the reactants Br[C:2]1[CH:7]=[C:6]([CH3:8])[C:5]([C:9]2[C:10](=[O:23])[N:11]([CH3:22])[C:12]3([CH2:19][CH2:18][N:17]([O:20][CH3:21])[CH2:16][CH2:15]3)[C:13]=2[OH:14])=[C:4]([Cl:24])[CH:3]=1.[Cl:25][C:26]1[CH:31]=[CH:30][C:29](B(O)O)=[CH:28][CH:27]=1.C(=O)([O-])[O-].[Na+].[Na+].Cl, predict the reaction product. The product is: [Cl:24][C:4]1[CH:3]=[C:2]([C:29]2[CH:30]=[CH:31][C:26]([Cl:25])=[CH:27][CH:28]=2)[CH:7]=[C:6]([CH3:8])[C:5]=1[C:9]1[C:10](=[O:23])[N:11]([CH3:22])[C:12]2([CH2:19][CH2:18][N:17]([O:20][CH3:21])[CH2:16][CH2:15]2)[C:13]=1[OH:14]. (2) Given the reactants COC1C=CC(C(C2C=CC(OC)=CC=2)(C2C=CC=CC=2)[O:10][CH2:11][C@@H:12]2[C@@H:16]([O:17][CH3:18])[CH2:15][CH2:14][O:13]2)=CC=1.O.CC1C=CC(S(O)(=O)=O)=CC=1.CCN(CC)CC, predict the reaction product. The product is: [CH3:18][O:17][C@H:16]1[CH2:15][CH2:14][O:13][C@@H:12]1[CH2:11][OH:10].